Dataset: CYP1A2 inhibition data for predicting drug metabolism from PubChem BioAssay. Task: Regression/Classification. Given a drug SMILES string, predict its absorption, distribution, metabolism, or excretion properties. Task type varies by dataset: regression for continuous measurements (e.g., permeability, clearance, half-life) or binary classification for categorical outcomes (e.g., BBB penetration, CYP inhibition). Dataset: cyp1a2_veith. (1) The drug is Nc1c(-c2cccs2)cnn1-c1nc(-c2ccc(Cl)cc2Cl)cs1. The result is 1 (inhibitor). (2) The drug is C/C=C1\C[N@@+]2(C)CC[C@@]34C(=C(C=O)[C@H]1C[C@H]32)Nc1ccccc14. The result is 0 (non-inhibitor). (3) The molecule is Cc1ccc(NC(=O)CCc2ccc(S(=O)(=O)NC3CCCCC3)cc2)cc1. The result is 1 (inhibitor). (4) The drug is CN(C)c1ncc2nc(CCc3ccccc3)c(=O)n(C3CC3)c2n1. The result is 1 (inhibitor). (5) The drug is O=C(CSc1nc2ccccc2c(=O)n1CCCN1CCCCC1)NCc1ccccc1. The result is 0 (non-inhibitor).